Dataset: Forward reaction prediction with 1.9M reactions from USPTO patents (1976-2016). Task: Predict the product of the given reaction. (1) Given the reactants [Br:1][C:2]1[CH:7]=[CH:6][C:5]([CH2:8]Br)=[C:4]([F:10])[CH:3]=1.[C-:11]#[N:12].[Na+].O.C([O-])(O)=O.[Na+], predict the reaction product. The product is: [Br:1][C:2]1[CH:7]=[CH:6][C:5]([CH2:8][C:11]#[N:12])=[C:4]([F:10])[CH:3]=1. (2) The product is: [F:1][C:2]1[CH:7]=[CH:6][C:5]([NH:8][C:9]2[C:14]([C:15]3[CH:20]=[CH:19][N:18]=[CH:17][N:16]=3)=[CH:13][CH:12]=[CH:11][N:10]=2)=[CH:4][C:3]=1[NH2:21]. Given the reactants [F:1][C:2]1[CH:7]=[CH:6][C:5]([NH:8][C:9]2[C:14]([C:15]3[CH:20]=[CH:19][N:18]=[CH:17][N:16]=3)=[CH:13][CH:12]=[CH:11][N:10]=2)=[CH:4][C:3]=1[N+:21]([O-])=O, predict the reaction product. (3) Given the reactants Br[C:2]1[CH:10]=[CH:9][C:8]2[NH:7][C:6]3[CH2:11][CH2:12][N:13]([C:15]4[N:20]=[CH:19][C:18]([C:21]([O:23][CH3:24])=[O:22])=[CH:17][N:16]=4)[CH2:14][C:5]=3[C:4]=2[CH:3]=1.C([O-])([O-])=O.[Cs+].[Cs+].[CH:31]([C:33]1[S:37][C:36](B(O)O)=[CH:35][CH:34]=1)=[O:32], predict the reaction product. The product is: [CH3:24][O:23][C:21]([C:18]1[CH:19]=[N:20][C:15]([N:13]2[CH2:12][CH2:11][C:6]3[NH:7][C:8]4[CH:9]=[CH:10][C:2]([C:36]5[S:37][C:33]([CH:31]=[O:32])=[CH:34][CH:35]=5)=[CH:3][C:4]=4[C:5]=3[CH2:14]2)=[N:16][CH:17]=1)=[O:22]. (4) The product is: [CH2:18]([C:17]1[C:16]2[C:11](=[CH:12][CH:13]=[CH:14][CH:15]=2)[NH:10][C:9]=1[C:8]1[CH:7]=[C:6]([C:22]2[CH:27]=[CH:26][N:25]=[CH:24][CH:23]=2)[N:5]=[N:4][C:3]=1[O:2][CH3:1])[CH3:19]. Given the reactants [CH3:1][O:2][C:3]1[N:4]=[N:5][C:6]([C:22]2[CH:27]=[CH:26][N:25]=[CH:24][CH:23]=2)=[CH:7][C:8]=1[C:9]1(CO)[CH:17]([CH:18]=[CH2:19])[C:16]2[C:11](=[CH:12][CH:13]=[CH:14][CH:15]=2)[NH:10]1, predict the reaction product. (5) Given the reactants [Br:1][C:2]1[CH:22]=[CH:21][C:5]2[CH2:6][CH2:7][C:8]3[C:17](C)=[C:16]([O:19][CH3:20])[CH:15]=[CH:14][C:9]=3[C:10](=[O:13])[C:11](=O)[C:4]=2[CH:3]=1.[CH3:23][NH:24][C:25]([NH2:27])=[NH:26].C(=O)([O-])[O-].[Na+].[Na+], predict the reaction product. The product is: [NH2:27][C:25]1[N:24]([CH3:23])[C:10](=[O:13])[C:11]2([C:9]3[CH:14]=[CH:15][C:16]([O:19][CH3:20])=[CH:17][C:8]=3[CH2:7][CH2:6][C:5]3[CH:21]=[CH:22][C:2]([Br:1])=[CH:3][C:4]2=3)[N:26]=1. (6) The product is: [CH2:1]([NH:8][C:9]([C:11]1[S:15][C:14]([N:16]2[CH2:21][CH2:20][CH2:19][CH:18]([Br:24])[C:17]2=[O:22])=[N:13][C:12]=1[CH3:23])=[O:10])[C:2]1[CH:7]=[CH:6][CH:5]=[CH:4][CH:3]=1. Given the reactants [CH2:1]([NH:8][C:9]([C:11]1[S:15][C:14]([N:16]2[CH2:21][CH2:20][CH2:19][CH2:18][C:17]2=[O:22])=[N:13][C:12]=1[CH3:23])=[O:10])[C:2]1[CH:7]=[CH:6][CH:5]=[CH:4][CH:3]=1.[Br:24]N1C(=O)CCC1=O, predict the reaction product. (7) Given the reactants [Br:1][C:2]1[CH:7]=[CH:6][C:5]([C:8](=[O:10])[CH3:9])=[C:4]([F:11])[CH:3]=1, predict the reaction product. The product is: [Br:1][C:2]1[CH:7]=[CH:6][C:5]([CH:8]([OH:10])[CH3:9])=[C:4]([F:11])[CH:3]=1.